This data is from Catalyst prediction with 721,799 reactions and 888 catalyst types from USPTO. The task is: Predict which catalyst facilitates the given reaction. Reactant: S(O[CH2:12][C@H:13]1[O:17][C@@H:16]([N:18]2[CH:25]=[CH:24][C:22](=[O:23])[NH:21][C:19]2=[O:20])[CH2:15][C@@H:14]1[OH:26])(C1C=CC(C)=CC=1)(=O)=O.[N-:27]=[N+:28]=[N-:29].[Na+]. Product: [N:27]([CH2:12][C@H:13]1[O:17][C@@H:16]([N:18]2[CH:25]=[CH:24][C:22](=[O:23])[NH:21][C:19]2=[O:20])[CH2:15][C@@H:14]1[OH:26])=[N+:28]=[N-:29]. The catalyst class is: 3.